The task is: Predict the product of the given reaction.. This data is from Forward reaction prediction with 1.9M reactions from USPTO patents (1976-2016). (1) Given the reactants [C:1]([C@@H:5]1[CH2:10][O:9][CH2:8][O:7][C@@H:6]1[O:11][CH3:12])([CH3:4])([CH3:3])[CH3:2].[N+:13]([CH2:16][CH2:17][CH2:18][CH2:19][CH2:20][CH2:21][C:22]([O-:24])=[O:23])([O-])=O.CO.N, predict the reaction product. The product is: [C:1]([C@@H:5]1[CH2:10][O:9][CH2:8][O:7][C@@H:6]1[O:11][CH3:12])([CH3:4])([CH3:2])[CH3:3].[NH2:13][CH2:16][CH2:17][CH2:18][CH2:19][CH2:20][CH2:21][C:22]([O-:24])=[O:23]. (2) Given the reactants [C:1]1([CH3:18])[CH:6]=[CH:5][C:4]([S:7]([C:10]2[N:11]=[CH:12][N:13]3[CH:17]=[CH:16][S:15][C:14]=23)(=[O:9])=[O:8])=[CH:3][CH:2]=1.C([Li])CCC.CCCCCC.[CH2:30]([Sn:34](Cl)([CH2:39][CH2:40][CH2:41][CH3:42])[CH2:35][CH2:36][CH2:37][CH3:38])[CH2:31][CH2:32][CH3:33].[Cl-].[NH4+], predict the reaction product. The product is: [C:1]1([CH3:18])[CH:2]=[CH:3][C:4]([S:7]([C:10]2[N:11]=[CH:12][N:13]3[CH:17]=[C:16]([Sn:34]([CH2:35][CH2:36][CH2:37][CH3:38])([CH2:39][CH2:40][CH2:41][CH3:42])[CH2:30][CH2:31][CH2:32][CH3:33])[S:15][C:14]=23)(=[O:9])=[O:8])=[CH:5][CH:6]=1. (3) Given the reactants [F:1][C:2]1[CH:3]=[CH:4][C:5]2[O:10][CH2:9][C:8](=[O:11])[NH:7][C:6]=2[CH:12]=1.Br[CH2:14][C@H:15]([CH3:25])[CH2:16][O:17][Si:18]([C:21]([CH3:24])([CH3:23])[CH3:22])([CH3:20])[CH3:19].C([O-])([O-])=O.[Cs+].[Cs+], predict the reaction product. The product is: [Si:18]([O:17][CH2:16][C@@H:15]([CH3:25])[CH2:14][N:7]1[C:6]2[CH:12]=[C:2]([F:1])[CH:3]=[CH:4][C:5]=2[O:10][CH2:9][C:8]1=[O:11])([C:21]([CH3:22])([CH3:23])[CH3:24])([CH3:19])[CH3:20]. (4) Given the reactants [F:1][C:2]1[CH:11]=[C:10]2[C:5]([C:6](=O)[NH:7][C:8]([N:12]3[CH:16]=[C:15]([C:17]([O:19]CC)=[O:18])[CH:14]=[N:13]3)=[N:9]2)=[CH:4][C:3]=1[C:23]1[CH:28]=[CH:27][CH:26]=[CH:25][C:24]=1[CH3:29].[CH:30]1([NH2:33])[CH2:32][CH2:31]1, predict the reaction product. The product is: [CH:30]1([NH:33][C:6]2[C:5]3[C:10](=[CH:11][C:2]([F:1])=[C:3]([C:23]4[CH:28]=[CH:27][CH:26]=[CH:25][C:24]=4[CH3:29])[CH:4]=3)[N:9]=[C:8]([N:12]3[CH:16]=[C:15]([C:17]([OH:19])=[O:18])[CH:14]=[N:13]3)[N:7]=2)[CH2:32][CH2:31]1. (5) Given the reactants [CH2:1]([P:3]([O-:9])[O:4][CH2:5][CH2:6][CH2:7][CH3:8])[CH3:2].[CH:10](=[O:13])[CH:11]=[CH2:12], predict the reaction product. The product is: [CH2:1]([P:3]([CH2:12][CH2:11][CH:10]=[O:13])(=[O:9])[O:4][CH2:5][CH2:6][CH2:7][CH3:8])[CH3:2]. (6) Given the reactants [Br:1][C:2]1[CH:3]=[C:4]([CH:8]=[C:9]([F:11])[CH:10]=1)[C:5]([OH:7])=[O:6].S(=O)(=O)(O)O.[C:17](=O)([O-])O.[Na+], predict the reaction product. The product is: [Br:1][C:2]1[CH:3]=[C:4]([CH:8]=[C:9]([F:11])[CH:10]=1)[C:5]([O:7][CH3:17])=[O:6]. (7) Given the reactants [CH2:1]([O:8][C:9]1[CH:14]=[C:13]([O:15][CH2:16][C:17]2[CH:22]=[CH:21][CH:20]=[CH:19][CH:18]=2)[C:12]([CH:23]([CH3:25])[CH3:24])=[CH:11][C:10]=1[C:26]([N:28]1[CH2:36][C:35]2[C:30](=[CH:31][CH:32]=[C:33]([N+:37]([O-])=O)[CH:34]=2)[CH2:29]1)=[O:27])[C:2]1[CH:7]=[CH:6][CH:5]=[CH:4][CH:3]=1.[Sn].O.O.[Cl-], predict the reaction product. The product is: [NH2:37][C:33]1[CH:34]=[C:35]2[C:30](=[CH:31][CH:32]=1)[CH2:29][N:28]([C:26]([C:10]1[CH:11]=[C:12]([CH:23]([CH3:25])[CH3:24])[C:13]([O:15][CH2:16][C:17]3[CH:18]=[CH:19][CH:20]=[CH:21][CH:22]=3)=[CH:14][C:9]=1[O:8][CH2:1][C:2]1[CH:7]=[CH:6][CH:5]=[CH:4][CH:3]=1)=[O:27])[CH2:36]2. (8) Given the reactants C(Cl)(=O)C(Cl)=O.CS(C)=O.[CH3:11][O:12][C:13]1[CH:38]=[C:37]([C:39]([F:42])([F:41])[F:40])[CH:36]=[C:35]([S:43][CH3:44])[C:14]=1[C:15]([NH:17][C:18]1([C:29]2[CH:34]=[CH:33][CH:32]=[CH:31][CH:30]=2)[CH2:23][CH:22]([O:24]COC)[CH2:21][N:20]([CH3:28])[CH2:19]1)=[O:16].C(N(CC)CC)C, predict the reaction product. The product is: [CH3:11][O:12][C:13]1[CH:38]=[C:37]([C:39]([F:42])([F:40])[F:41])[CH:36]=[C:35]([S:43][CH3:44])[C:14]=1[C:15]([NH:17][C:18]1([C:29]2[CH:30]=[CH:31][CH:32]=[CH:33][CH:34]=2)[CH2:23][C:22](=[O:24])[CH2:21][N:20]([CH3:28])[CH2:19]1)=[O:16]. (9) The product is: [Cl:1][C:2]1[CH:7]=[CH:6][C:5](/[CH:8]=[CH:9]/[C:10]([N:29]2[CH2:30][CH2:31][CH:26]([N:24]3[N:23]=[N:22][C:21]([CH3:20])=[N:25]3)[CH2:27][CH2:28]2)=[O:12])=[C:4]([CH2:13][N:14]2[N:18]=[N:17][C:16]([CH3:19])=[N:15]2)[CH:3]=1. Given the reactants [Cl:1][C:2]1[CH:7]=[CH:6][C:5](/[CH:8]=[CH:9]/[C:10]([OH:12])=O)=[C:4]([CH2:13][N:14]2[N:18]=[N:17][C:16]([CH3:19])=[N:15]2)[CH:3]=1.[CH3:20][C:21]1[N:22]=[N:23][N:24]([CH:26]2[CH2:31][CH2:30][NH:29][CH2:28][CH2:27]2)[N:25]=1.CCN(C(C)C)C(C)C.C(P1(=O)OP(CCC)(=O)OP(CCC)(=O)O1)CC, predict the reaction product. (10) Given the reactants OC(C)(C)[C:3]([NH:6][C:7](=[O:13])[O:8][C:9]([CH3:12])([CH3:11])C)([CH3:5])[CH3:4].CC([O-])(C)C.[K+], predict the reaction product. The product is: [CH3:5][C:3]1([CH3:4])[C:9]([CH3:11])([CH3:12])[O:8][C:7](=[O:13])[NH:6]1.